Dataset: Full USPTO retrosynthesis dataset with 1.9M reactions from patents (1976-2016). Task: Predict the reactants needed to synthesize the given product. (1) Given the product [Br:1][C:2]1[CH:10]=[C:9]2[C:5]([C:6]([CH3:11])=[N:7][N:8]2[CH:14]2[CH2:15][CH2:16][CH2:17][CH2:18][O:13]2)=[C:4]([F:12])[CH:3]=1, predict the reactants needed to synthesize it. The reactants are: [Br:1][C:2]1[CH:10]=[C:9]2[C:5]([C:6]([CH3:11])=[N:7][NH:8]2)=[C:4]([F:12])[CH:3]=1.[O:13]1[CH:18]=[CH:17][CH2:16][CH2:15][CH2:14]1.C1(C)C=CC(S(O)(=O)=O)=CC=1. (2) Given the product [NH2:8][C:9]1[C:13]([C:14]2[CH:15]=[CH:16][C:17]([CH2:20][CH:21]([NH:33][C:34](=[O:36])[CH3:35])[C:22]3[NH:23][CH:24]=[C:25]([CH2:27][C:28]([CH3:32])([CH3:31])[CH2:29][CH3:30])[N:26]=3)=[CH:18][CH:19]=2)=[CH:12][N:11]([CH3:37])[N:10]=1, predict the reactants needed to synthesize it. The reactants are: Cl.C(OC(=O)[NH:8][C:9]1[C:13]([C:14]2[CH:19]=[CH:18][C:17]([CH2:20][CH:21]([NH:33][C:34](=[O:36])[CH3:35])[C:22]3[NH:23][CH:24]=[C:25]([CH2:27][C:28]([CH3:32])([CH3:31])[CH2:29][CH3:30])[N:26]=3)=[CH:16][CH:15]=2)=[CH:12][N:11]([CH3:37])[N:10]=1)(C)(C)C. (3) Given the product [Br:17][C:18]1[CH:25]=[CH:24][CH:23]=[CH:22][C:19]=1[CH2:20][N:8]1[CH2:9][C:10]2[C:15](=[CH:14][CH:13]=[CH:12][CH:11]=2)[C:16]2[CH:3]=[CH:4][CH:5]=[CH:6][C:7]1=2, predict the reactants needed to synthesize it. The reactants are: [H-].[Na+].[CH:3]1[C:16]2[C:15]3[C:10](=[CH:11][CH:12]=[CH:13][CH:14]=3)[CH2:9][NH:8][C:7]=2[CH:6]=[CH:5][CH:4]=1.[Br:17][C:18]1[CH:25]=[CH:24][CH:23]=[CH:22][C:19]=1[CH2:20]Br. (4) Given the product [NH2:13][O:14][B:15]([C:17]1[CH:22]=[CH:21][CH:20]=[CH:19][CH:18]=1)[OH:16], predict the reactants needed to synthesize it. The reactants are: OP([O-])([O-])=O.[K+].[K+].S(O)(O)(=O)=O.[NH2:13][O:14][B:15]([C:17]1[CH:22]=[CH:21][CH:20]=[CH:19][CH:18]=1)[OH:16].[NH2:13][O:14][B:15]([C:17]1[CH:22]=[CH:21][CH:20]=[CH:19][CH:18]=1)[OH:16]. (5) Given the product [NH:8]1[CH2:13][CH2:12][CH:11]([N:14]([CH2:28][CH:29]=[CH2:30])[C:15](=[O:27])[CH2:16][C:17]2[CH:22]=[CH:21][C:20]([S:23]([CH3:26])(=[O:24])=[O:25])=[CH:19][CH:18]=2)[CH2:10][CH2:9]1, predict the reactants needed to synthesize it. The reactants are: C1(C[N:8]2[CH2:13][CH2:12][CH:11]([N:14]([CH2:28][CH:29]=[CH2:30])[C:15](=[O:27])[CH2:16][C:17]3[CH:22]=[CH:21][C:20]([S:23]([CH3:26])(=[O:25])=[O:24])=[CH:19][CH:18]=3)[CH2:10][CH2:9]2)C=CC=CC=1.ClC(OC(Cl)C)=O. (6) Given the product [O:33]=[C:14]1[C:15]2[C:20](=[C:19]([C:23]3[CH:28]=[CH:27][CH:26]=[C:25]([C:29]([F:30])([F:31])[F:32])[CH:24]=3)[CH:18]=[CH:17][CH:16]=2)[CH2:21][CH2:22][CH:13]1[CH2:12][C:9]1[CH:8]=[CH:7][C:6]([C:5]([OH:34])=[O:4])=[CH:11][CH:10]=1, predict the reactants needed to synthesize it. The reactants are: [OH-].[Li+].C[O:4][C:5](=[O:34])[C:6]1[CH:11]=[CH:10][C:9]([CH2:12][CH:13]2[CH2:22][CH2:21][C:20]3[C:15](=[CH:16][CH:17]=[CH:18][C:19]=3[C:23]3[CH:28]=[CH:27][CH:26]=[C:25]([C:29]([F:32])([F:31])[F:30])[CH:24]=3)[C:14]2=[O:33])=[CH:8][CH:7]=1. (7) Given the product [CH3:1][O:2][C:3]1[CH:4]=[C:5]2[C:10](=[CH:11][C:12]=1[O:13][CH3:14])[N:9]=[CH:8][CH:7]=[C:6]2[O:15][C:16]1[CH:22]=[CH:21][C:19]([NH:20][C:27](=[O:33])[O:26][CH2:24][CH:35]2[CH2:38][CH2:37][CH2:36]2)=[CH:18][CH:17]=1, predict the reactants needed to synthesize it. The reactants are: [CH3:1][O:2][C:3]1[CH:4]=[C:5]2[C:10](=[CH:11][C:12]=1[O:13][CH3:14])[N:9]=[CH:8][CH:7]=[C:6]2[O:15][C:16]1[CH:22]=[CH:21][C:19]([NH2:20])=[CH:18][CH:17]=1.Cl[C:24](Cl)([O:26][C:27](=[O:33])OC(Cl)(Cl)Cl)Cl.[CH:35]1(CO)[CH2:38][CH2:37][CH2:36]1.C(=O)(O)[O-].[Na+].